Predict the reactants needed to synthesize the given product. From a dataset of Full USPTO retrosynthesis dataset with 1.9M reactions from patents (1976-2016). (1) Given the product [Cl:1][C:2]1[N:3]=[C:4]([NH:21][C@H:22]([CH:25]([CH3:27])[CH3:26])[CH2:23][OH:24])[C:5]2[S:10][CH2:9][CH2:8][C:6]=2[N:7]=1, predict the reactants needed to synthesize it. The reactants are: [Cl:1][C:2]1[N:3]=[C:4](Cl)[C:5]2[S:10][CH2:9][CH2:8][C:6]=2[N:7]=1.C(N(C(C)C)CC)(C)C.[NH2:21][CH:22]([CH:25]([CH3:27])[CH3:26])[CH2:23][OH:24]. (2) The reactants are: [OH:1][C:2]1[CH:3]=[C:4]([C:8]2[CH:9]=[C:10]([CH:14]([NH:20][C:21]([C@@H:23]3[CH2:28][CH2:27][CH2:26][N:25]([C:29](=[O:45])[CH2:30][CH2:31][CH:32]4[CH2:37][CH2:36][N:35]([C:38]([O:40][C:41]([CH3:44])([CH3:43])[CH3:42])=[O:39])[CH2:34][CH2:33]4)[CH2:24]3)=[O:22])[CH2:15][C:16]([O:18][CH3:19])=[O:17])[CH:11]=[N:12][CH:13]=2)[CH:5]=[CH:6][CH:7]=1.C(=O)([O-])[O-].[Cs+].[Cs+].[C:52]1([CH3:75])[CH:57]=[CH:56][C:55]([S:58]([O:61][CH2:62][CH2:63]OS(C2C=CC(C)=CC=2)(=O)=O)(=[O:60])=[O:59])=[CH:54][CH:53]=1. Given the product [CH3:19][O:18][C:16](=[O:17])[CH2:15][CH:14]([NH:20][C:21]([C@@H:23]1[CH2:28][CH2:27][CH2:26][N:25]([C:29](=[O:45])[CH2:30][CH2:31][CH:32]2[CH2:33][CH2:34][N:35]([C:38]([O:40][C:41]([CH3:42])([CH3:44])[CH3:43])=[O:39])[CH2:36][CH2:37]2)[CH2:24]1)=[O:22])[C:10]1[CH:11]=[N:12][CH:13]=[C:8]([C:4]2[CH:5]=[CH:6][CH:7]=[C:2]([O:1][CH2:63][CH2:62][O:61][S:58]([C:55]3[CH:56]=[CH:57][C:52]([CH3:75])=[CH:53][CH:54]=3)(=[O:60])=[O:59])[CH:3]=2)[CH:9]=1, predict the reactants needed to synthesize it. (3) Given the product [O:10]=[C:11]1[C:13]2=[CH:21][C:20]3[CH:19]=[CH:18][C:17]([C:22]([O:24][CH2:25][CH3:26])=[O:23])=[CH:16][C:15]=3[N:14]2[CH2:27][C:28]2([CH2:29][CH2:30][CH2:31]2)[CH2:32][NH:33]1, predict the reactants needed to synthesize it. The reactants are: C(N(CC)CC)C.C([O:10][C:11]([C:13]1[N:14]([CH2:27][C:28]2([CH2:32][NH2:33])[CH2:31][CH2:30][CH2:29]2)[C:15]2[C:20]([CH:21]=1)=[CH:19][CH:18]=[C:17]([C:22]([O:24][CH2:25][CH3:26])=[O:23])[CH:16]=2)=O)C.C([O-])([O-])=O.[K+].[K+]. (4) Given the product [Cl:1][C:2]1[CH:3]=[CH:4][C:5]([CH2:8][C@H:9]([CH2:36][CH:37]=[C:38]([CH3:40])[CH3:39])[C:10]([N:12]2[C@H:16]([CH3:17])[C@H:15]([C:18]3[CH:19]=[CH:20][CH:21]=[CH:22][CH:23]=3)[O:14][C:13]2=[O:24])=[O:11])=[CH:6][CH:7]=1, predict the reactants needed to synthesize it. The reactants are: [Cl:1][C:2]1[CH:7]=[CH:6][C:5]([CH2:8][CH2:9][C:10]([N:12]2[C@H:16]([CH3:17])[C@H:15]([C:18]3[CH:23]=[CH:22][CH:21]=[CH:20][CH:19]=3)[O:14][C:13]2=[O:24])=[O:11])=[CH:4][CH:3]=1.C[Si]([N-][Si](C)(C)C)(C)C.[Na+].Br[CH2:36][CH:37]=[C:38]([CH3:40])[CH3:39]. (5) Given the product [C:21]([NH:25][C:14]([C:12]1[S:13][C:9]([S:8][C:7]2[C:2]([Cl:1])=[CH:3][N:4]=[CH:5][C:6]=2[Cl:20])=[C:10]([N+:17]([O-:19])=[O:18])[CH:11]=1)=[O:15])([CH3:24])([CH3:23])[CH3:22], predict the reactants needed to synthesize it. The reactants are: [Cl:1][C:2]1[CH:3]=[N:4][CH:5]=[C:6]([Cl:20])[C:7]=1[S:8][C:9]1[S:13][C:12]([C:14](Cl)=[O:15])=[CH:11][C:10]=1[N+:17]([O-:19])=[O:18].[C:21]([NH2:25])([CH3:24])([CH3:23])[CH3:22]. (6) Given the product [CH2:12]([N:11]([C:2]1[CH:7]=[C:6]([CH:5]=[CH:4][N:3]=1)[C:8]#[N:9])[CH3:10])[C:13]1[CH:18]=[CH:17][CH:16]=[CH:15][CH:14]=1, predict the reactants needed to synthesize it. The reactants are: Cl[C:2]1[CH:7]=[C:6]([C:8]#[N:9])[CH:5]=[CH:4][N:3]=1.[CH3:10][NH:11][CH2:12][C:13]1[CH:18]=[CH:17][CH:16]=[CH:15][CH:14]=1.O.